Dataset: Reaction yield outcomes from USPTO patents with 853,638 reactions. Task: Predict the reaction yield, written as a fraction of the theoretical maximum amount of product (1.0 means a 100% yield; for example, 0.34 means a 34% yield). (1) The reactants are I[C:2]1[CH:3]=[C:4]2[C:9](=[CH:10][CH:11]=1)[N:8]=[C:7]([C:12]1[CH:17]=[N:16][CH:15]=[CH:14][N:13]=1)[N:6]=[C:5]2[NH:18][CH3:19].[CH3:20][O:21][C:22]1[CH:23]=[C:24](B(O)O)[CH:25]=[CH:26][CH:27]=1.O.[O-]P([O-])([O-])=O.[K+].[K+].[K+]. The catalyst is O1CCOCC1.O.CC(P(C(C)(C)C)C1C=CC(N(C)C)=CC=1)(C)C.CC(P(C(C)(C)C)C1C=CC(N(C)C)=CC=1)(C)C.Cl[Pd]Cl. The product is [CH3:20][O:21][C:22]1[CH:27]=[C:26]([C:2]2[CH:3]=[C:4]3[C:9](=[CH:10][CH:11]=2)[N:8]=[C:7]([C:12]2[CH:17]=[N:16][CH:15]=[CH:14][N:13]=2)[N:6]=[C:5]3[NH:18][CH3:19])[CH:25]=[CH:24][CH:23]=1. The yield is 0.260. (2) The reactants are [CH2:1]([C:3]1[CH:4]=[C:5]2[C:11](=[O:12])[N:10]3[C:13](=[O:20])[C:14]([CH:17]([CH3:19])[CH3:18])([CH3:16])[N:15]=[C:9]3[C:6]2=[N:7][CH:8]=1)[CH3:2].Cl.[NH2:22][CH2:23][CH2:24][CH2:25][CH2:26][CH2:27][C:28]([O:30][CH3:31])=[O:29].C(N(CC)CC)C. The catalyst is CN(C)C=O. The product is [CH2:1]([C:3]1[CH:8]=[N:7][C:6]([C:9]2[NH:10][C:13](=[O:20])[C:14]([CH:17]([CH3:18])[CH3:19])([CH3:16])[N:15]=2)=[C:5]([CH:4]=1)[C:11]([NH:22][CH2:23][CH2:24][CH2:25][CH2:26][CH2:27][C:28]([O:30][CH3:31])=[O:29])=[O:12])[CH3:2]. The yield is 0.690.